From a dataset of Reaction yield outcomes from USPTO patents with 853,638 reactions. Predict the reaction yield, written as a fraction of the theoretical maximum amount of product (1.0 means a 100% yield; for example, 0.34 means a 34% yield). (1) The reactants are [N:1]1[CH:2]=[CH:3][N:4]2[CH:9]=[CH:8][C:7]([NH2:10])=[CH:6][C:5]=12.C([O-])([O-])=O.[Cs+].[Cs+].Br[C:18]1[C:19](=[O:26])[N:20]([CH3:25])[CH:21]=[C:22]([Br:24])[N:23]=1.CC1(C)C2C(=C(P(C3C=CC=CC=3)C3C=CC=CC=3)C=CC=2)OC2C(P(C3C=CC=CC=3)C3C=CC=CC=3)=CC=CC1=2. The catalyst is C1C=CC(/C=C/C(/C=C/C2C=CC=CC=2)=O)=CC=1.C1C=CC(/C=C/C(/C=C/C2C=CC=CC=2)=O)=CC=1.C1C=CC(/C=C/C(/C=C/C2C=CC=CC=2)=O)=CC=1.[Pd].[Pd].O1CCOCC1. The product is [Br:24][C:22]1[N:23]=[C:18]([NH:10][C:7]2[CH:8]=[CH:9][N:4]3[CH:3]=[CH:2][N:1]=[C:5]3[CH:6]=2)[C:19](=[O:26])[N:20]([CH3:25])[CH:21]=1. The yield is 0.440. (2) The catalyst is C(O)C. The product is [Cl:22][C:18]1[CH:17]=[C:16]([CH:21]=[CH:20][CH:19]=1)[CH2:15][NH:14][C:11]1[CH:10]=[C:5]([C:6]([OH:8])=[O:7])[C:4](=[CH:13][CH:12]=1)[C:3]([OH:23])=[O:2]. The reactants are C[O:2][C:3](=[O:23])[C:4]1[C:5](=[CH:10][C:11]([NH:14][CH2:15][C:16]2[CH:21]=[CH:20][CH:19]=[C:18]([Cl:22])[CH:17]=2)=[CH:12][CH:13]=1)[C:6]([O:8]C)=[O:7].[OH-].[Na+]. The yield is 0.990. (3) The reactants are [C:1]([O:7][CH2:8][C@H:9]([C:15]1[C:24]([CH3:25])=[CH:23][C:18]2[N:19]=[C:20]([NH2:22])[S:21][C:17]=2[C:16]=1Br)[O:10][C:11]([CH3:14])([CH3:13])[CH3:12])(=[O:6])[C:2]([CH3:5])([CH3:4])[CH3:3].C([O-])([O-])=O.[K+].[K+].[Cl:33][C:34]1[CH:39]=[CH:38][C:37](B(O)O)=[CH:36][CH:35]=1.O1CCOCC1. The catalyst is C1C=CC([P]([Pd]([P](C2C=CC=CC=2)(C2C=CC=CC=2)C2C=CC=CC=2)([P](C2C=CC=CC=2)(C2C=CC=CC=2)C2C=CC=CC=2)[P](C2C=CC=CC=2)(C2C=CC=CC=2)C2C=CC=CC=2)(C2C=CC=CC=2)C2C=CC=CC=2)=CC=1.O. The product is [C:1]([O:7][CH2:8][C@H:9]([C:15]1[C:24]([CH3:25])=[CH:23][C:18]2[N:19]=[C:20]([NH2:22])[S:21][C:17]=2[C:16]=1[C:37]1[CH:38]=[CH:39][C:34]([Cl:33])=[CH:35][CH:36]=1)[O:10][C:11]([CH3:14])([CH3:13])[CH3:12])(=[O:6])[C:2]([CH3:5])([CH3:4])[CH3:3]. The yield is 0.900. (4) The product is [CH3:20][CH:19]([CH3:21])[C@@H:16](/[N:15]=[CH:13]/[C:8]1[CH:9]=[CH:10][CH:11]=[CH:12][N:7]=1)[CH2:17][OH:18]. The yield is 1.00. The reactants are [O-]S([O-])(=O)=O.[Mg+2].[N:7]1[CH:12]=[CH:11][CH:10]=[CH:9][C:8]=1[CH:13]=O.[NH2:15][C@H:16]([CH:19]([CH3:21])[CH3:20])[CH2:17][OH:18]. The catalyst is C(Cl)Cl. (5) The reactants are [Br:1][C:2]1[CH:3]=[C:4]([O:12][CH:13]([CH3:15])[CH3:14])[C:5]([CH3:11])=[C:6]([CH:10]=1)[C:7]([OH:9])=O.Cl.[NH2:17][CH2:18][C:19]1[C:20](=[O:27])[NH:21][C:22]([CH3:26])=[CH:23][C:24]=1[CH3:25].C1C=NC2N(O)N=NC=2C=1.CN1CCOCC1.C(Cl)CCl. The catalyst is ClCCl. The product is [Br:1][C:2]1[CH:3]=[C:4]([O:12][CH:13]([CH3:15])[CH3:14])[C:5]([CH3:11])=[C:6]([CH:10]=1)[C:7]([NH:17][CH2:18][C:19]1[C:20](=[O:27])[NH:21][C:22]([CH3:26])=[CH:23][C:24]=1[CH3:25])=[O:9]. The yield is 0.521.